This data is from Full USPTO retrosynthesis dataset with 1.9M reactions from patents (1976-2016). The task is: Predict the reactants needed to synthesize the given product. (1) The reactants are: [CH2:1]([C:8]1[CH:9]=[N:10][C:11]2[C:16]([C:17]=1Br)=[CH:15][CH:14]=[CH:13][C:12]=2[C:19]([F:22])([F:21])[F:20])[C:2]1[CH:7]=[CH:6][CH:5]=[CH:4][CH:3]=1.[CH3:23][O:24][C:25]1[CH:26]=[C:27]([CH2:31][C:32]#[N:33])[CH:28]=[CH:29][CH:30]=1.[H-].[Na+]. Given the product [CH2:1]([C:8]1[CH:9]=[N:10][C:11]2[C:16]([C:17]=1[CH:31]([C:27]1[CH:28]=[CH:29][CH:30]=[C:25]([O:24][CH3:23])[CH:26]=1)[C:32]#[N:33])=[CH:15][CH:14]=[CH:13][C:12]=2[C:19]([F:22])([F:21])[F:20])[C:2]1[CH:7]=[CH:6][CH:5]=[CH:4][CH:3]=1, predict the reactants needed to synthesize it. (2) Given the product [O:7]1[C:8]2[CH:14]=[CH:13][CH:12]=[CH:11][C:9]=2[N:10]=[C:6]1[C:4]1[CH:5]=[N:1][N:2]([CH:4]([CH3:3])[CH:6]=[O:7])[CH:3]=1, predict the reactants needed to synthesize it. The reactants are: [NH:1]1[CH:5]=[C:4]([C:6]2[O:7][C:8]3[CH:14]=[CH:13][CH:12]=[CH:11][C:9]=3[N:10]=2)[CH:3]=[N:2]1. (3) Given the product [Cl:22][C:19]1[CH:20]=[CH:21][C:16]([C:10]2[C:9]([C:23]3[CH:28]=[CH:27][C:26]([Cl:29])=[CH:25][C:24]=3[Cl:30])=[N:8][C:7]([O:6][CH2:5][C:4]3[CH:31]=[CH:32][C:33]([F:34])=[C:2]([F:1])[CH:3]=3)=[C:12]([CH:11]=2)[C:13]([Cl:43])=[O:15])=[CH:17][CH:18]=1, predict the reactants needed to synthesize it. The reactants are: [F:1][C:2]1[CH:3]=[C:4]([CH:31]=[CH:32][C:33]=1[F:34])[CH2:5][O:6][C:7]1[C:12]([C:13]([OH:15])=O)=[CH:11][C:10]([C:16]2[CH:21]=[CH:20][C:19]([Cl:22])=[CH:18][CH:17]=2)=[C:9]([C:23]2[CH:28]=[CH:27][C:26]([Cl:29])=[CH:25][C:24]=2[Cl:30])[N:8]=1.CN(C=O)C.C(Cl)(=O)C([Cl:43])=O. (4) Given the product [C:1]([C:5]1[N:6]=[C:7]([N:16]2[CH2:20][CH2:19][C:18]([F:21])([F:22])[CH2:17]2)[C:8]2[C:9](=[N:11][N:12]([CH2:14][C:15]3[N:32]([CH3:27])[C:31]([CH3:30])=[N:33][N:34]=3)[N:13]=2)[N:10]=1)([CH3:2])([CH3:3])[CH3:4], predict the reactants needed to synthesize it. The reactants are: [C:1]([C:5]1[N:6]=[C:7]([N:16]2[CH2:20][CH2:19][C:18]([F:22])([F:21])[CH2:17]2)[C:8]2[C:9](=[N:11][N:12]([CH2:14][CH3:15])[N:13]=2)[N:10]=1)([CH3:4])([CH3:3])[CH3:2].C([C:27]1N=C(N2CCC(F)(F)C2)[C:30]2N=[N:34][NH:33][C:31]=2[N:32]=1)(C)(C)C.ClCC1N(C)C(C)=NN=1.